The task is: Predict the product of the given reaction.. This data is from Forward reaction prediction with 1.9M reactions from USPTO patents (1976-2016). (1) Given the reactants [CH3:1][NH:2][C:3]1[CH:8]=[C:7]([O:9][C:10]2[CH:11]=[C:12]3[C:17](=[CH:18][CH:19]=2)[C:16]([C:20](O)=[O:21])=[CH:15][CH:14]=[CH:13]3)[CH:6]=[CH:5][N:4]=1.[CH3:23][O:24][C:25]1[CH:30]=[CH:29][C:28]([NH2:31])=[CH:27][CH:26]=1.CCN(C(C)C)C(C)C.CN(C(ON1N=NC2C=CC=CC1=2)=[N+](C)C)C.[B-](F)(F)(F)F, predict the reaction product. The product is: [CH3:1][NH:2][C:3]1[CH:8]=[C:7]([O:9][C:10]2[CH:11]=[C:12]3[C:17](=[CH:18][CH:19]=2)[C:16]([C:20]([NH:31][C:28]2[CH:29]=[CH:30][C:25]([O:24][CH3:23])=[CH:26][CH:27]=2)=[O:21])=[CH:15][CH:14]=[CH:13]3)[CH:6]=[CH:5][N:4]=1. (2) Given the reactants [CH2:1]([C:4]1[CH:9]=[CH:8][C:7]([N:10]([C:17]2[CH:22]=[CH:21][CH:20]=[CH:19][CH:18]=2)[C:11]2[CH:16]=[CH:15][CH:14]=[CH:13][CH:12]=2)=[CH:6][CH:5]=1)[CH:2]=[CH2:3].[Cl:23][SiH:24]([Cl:26])[Cl:25].C1(C)C=CC=CC=1, predict the reaction product. The product is: [C:11]1([N:10]([C:17]2[CH:22]=[CH:21][CH:20]=[CH:19][CH:18]=2)[C:7]2[CH:8]=[CH:9][C:4]([CH2:1][CH2:2][CH2:3][Si:24]([Cl:26])([Cl:25])[Cl:23])=[CH:5][CH:6]=2)[CH:16]=[CH:15][CH:14]=[CH:13][CH:12]=1.